This data is from Full USPTO retrosynthesis dataset with 1.9M reactions from patents (1976-2016). The task is: Predict the reactants needed to synthesize the given product. Given the product [S:29]1[C:25]([C:2]2[S:6][C:5]([N:7]3[CH2:11][C@:10]4([CH:16]5[CH2:17][CH2:18][N:13]([CH2:14][CH2:15]5)[CH2:12]4)[O:9][C:8]3=[O:19])=[CH:4][CH:3]=2)=[CH:26][N:27]=[CH:28]1, predict the reactants needed to synthesize it. The reactants are: Br[C:2]1[S:6][C:5]([N:7]2[CH2:11][C@:10]3([CH:16]4[CH2:17][CH2:18][N:13]([CH2:14][CH2:15]4)[CH2:12]3)[O:9][C:8]2=[O:19])=[CH:4][CH:3]=1.C([Sn](CCCC)(CCCC)[C:25]1[S:29][CH:28]=[N:27][CH:26]=1)CCC.